This data is from Reaction yield outcomes from USPTO patents with 853,638 reactions. The task is: Predict the reaction yield, written as a fraction of the theoretical maximum amount of product (1.0 means a 100% yield; for example, 0.34 means a 34% yield). (1) The catalyst is O. The reactants are [CH:1]([N:4]([CH2:14][C:15]([O:17]C)=[O:16])[S:5]([C:8]1[CH:12]=[CH:11][N:10]([CH3:13])[N:9]=1)(=[O:7])=[O:6])([CH3:3])[CH3:2].[Li+].[OH-].C1COCC1.Cl. The product is [CH:1]([N:4]([CH2:14][C:15]([OH:17])=[O:16])[S:5]([C:8]1[CH:12]=[CH:11][N:10]([CH3:13])[N:9]=1)(=[O:6])=[O:7])([CH3:3])[CH3:2]. The yield is 0.840. (2) The catalyst is C1COCC1. The yield is 0.830. The reactants are [CH3:1][O:2][CH2:3][C@@H:4]([O:6][C:7]1[CH:8]=[C:9]([CH:14]=[C:15]([O:17][C:18]2[CH:23]=[CH:22][C:21]([S:24]([CH3:27])(=[O:26])=[O:25])=[CH:20][CH:19]=2)[CH:16]=1)[C:10]([O:12]C)=[O:11])[CH3:5].[OH-].[Na+]. The product is [CH3:1][O:2][CH2:3][C@@H:4]([O:6][C:7]1[CH:8]=[C:9]([CH:14]=[C:15]([O:17][C:18]2[CH:19]=[CH:20][C:21]([S:24]([CH3:27])(=[O:25])=[O:26])=[CH:22][CH:23]=2)[CH:16]=1)[C:10]([OH:12])=[O:11])[CH3:5]. (3) The reactants are [NH:1]1[C:10]2[C:5](=[CH:6][CH:7]=[CH:8][CH:9]=2)[CH2:4][CH2:3][CH2:2]1.[N+:11]([O-])([O-:13])=[O:12].[K+].C([O-])(O)=O.[Na+]. The catalyst is OS(O)(=O)=O. The product is [N+:11]([C:8]1[CH:9]=[C:10]2[C:5]([CH2:4][CH2:3][CH2:2][NH:1]2)=[CH:6][CH:7]=1)([O-:13])=[O:12]. The yield is 0.250. (4) The reactants are [N+:1]([C:4]1[S:5][CH:6]=[CH:7][CH:8]=1)([O-])=O.[Sn].CO[CH:12](OC)[CH2:13][C:14](=[O:16])[CH3:15].[OH-].[Na+].[CH3:21]CO. The catalyst is Cl.[Cl-].[Cl-].[Zn+2]. The product is [S:5]1[C:4]2=[N:1][CH:12]=[C:13]([C:14](=[O:16])[CH3:15])[CH:21]=[C:8]2[CH:7]=[CH:6]1. The yield is 0.230. (5) The reactants are [CH3:1][O:2][C:3]1[CH:4]=[C:5]2[C:9](=[CH:10][CH:11]=1)[NH:8][CH2:7][CH2:6]2.[C:12](O[C:12]([O:14][C:15]([CH3:18])([CH3:17])[CH3:16])=[O:13])([O:14][C:15]([CH3:18])([CH3:17])[CH3:16])=[O:13]. The catalyst is C1COCC1. The product is [C:15]([O:14][C:12]([N:8]1[C:9]2[C:5](=[CH:4][C:3]([O:2][CH3:1])=[CH:11][CH:10]=2)[CH2:6][CH2:7]1)=[O:13])([CH3:18])([CH3:17])[CH3:16]. The yield is 0.740.